Task: Predict the product of the given reaction.. Dataset: Forward reaction prediction with 1.9M reactions from USPTO patents (1976-2016) (1) Given the reactants Br[C:2]1[C:11]2[C:6](=[CH:7][CH:8]=[CH:9][CH:10]=2)[C:5](=[O:12])[N:4]([CH3:13])[CH:3]=1.[CH3:14][O:15][C:16]1[CH:17]=[C:18](B(O)O)[CH:19]=[CH:20][CH:21]=1.C1C=CC(P(C2C=CC=CC=2)C2C=CC=CC=2)=CC=1.C([O-])([O-])=O.[Na+].[Na+], predict the reaction product. The product is: [CH3:14][O:15][C:16]1[CH:21]=[C:20]([C:2]2[C:11]3[C:6](=[CH:7][CH:8]=[CH:9][CH:10]=3)[C:5](=[O:12])[N:4]([CH3:13])[CH:3]=2)[CH:19]=[CH:18][CH:17]=1. (2) Given the reactants [OH:1][CH2:2][CH:3]1[CH2:8][CH2:7][N:6]([CH2:9][C:10]2[CH:11]=[C:12]3[C:16](=[CH:17][CH:18]=2)[N:15]([C:19]([O:21][C:22]([CH3:25])([CH3:24])[CH3:23])=[O:20])[CH:14]=[CH:13]3)[CH2:5][CH2:4]1.N1C=CN=C1.[Si:31](Cl)([C:34]([CH3:37])([CH3:36])[CH3:35])([CH3:33])[CH3:32], predict the reaction product. The product is: [Si:31]([O:1][CH2:2][CH:3]1[CH2:8][CH2:7][N:6]([CH2:9][C:10]2[CH:11]=[C:12]3[C:16](=[CH:17][CH:18]=2)[N:15]([C:19]([O:21][C:22]([CH3:25])([CH3:24])[CH3:23])=[O:20])[CH:14]=[CH:13]3)[CH2:5][CH2:4]1)([C:34]([CH3:37])([CH3:36])[CH3:35])([CH3:33])[CH3:32]. (3) Given the reactants [C:1]([O:4][C:5](=[O:7])[CH3:6])(=O)[CH3:2].CC1[CH:14]=[C:13]([N+:15]([O-:17])=[O:16])[CH:12]=[CH:11][N+:10]=1[O-], predict the reaction product. The product is: [C:5]([O:4][CH2:1][C:2]1[CH:14]=[C:13]([N+:15]([O-:17])=[O:16])[CH:12]=[CH:11][N:10]=1)(=[O:7])[CH3:6].